Dataset: NCI-60 drug combinations with 297,098 pairs across 59 cell lines. Task: Regression. Given two drug SMILES strings and cell line genomic features, predict the synergy score measuring deviation from expected non-interaction effect. (1) Drug 1: CC1=CC2C(CCC3(C2CCC3(C(=O)C)OC(=O)C)C)C4(C1=CC(=O)CC4)C. Drug 2: C1=CN(C(=O)N=C1N)C2C(C(C(O2)CO)O)O.Cl. Cell line: CCRF-CEM. Synergy scores: CSS=63.0, Synergy_ZIP=1.44, Synergy_Bliss=1.39, Synergy_Loewe=-24.1, Synergy_HSA=2.05. (2) Drug 1: CCCS(=O)(=O)NC1=C(C(=C(C=C1)F)C(=O)C2=CNC3=C2C=C(C=N3)C4=CC=C(C=C4)Cl)F. Drug 2: CC1C(C(CC(O1)OC2CC(OC(C2O)C)OC3=CC4=CC5=C(C(=O)C(C(C5)C(C(=O)C(C(C)O)O)OC)OC6CC(C(C(O6)C)O)OC7CC(C(C(O7)C)O)OC8CC(C(C(O8)C)O)(C)O)C(=C4C(=C3C)O)O)O)O. Cell line: ACHN. Synergy scores: CSS=11.5, Synergy_ZIP=17.0, Synergy_Bliss=17.8, Synergy_Loewe=17.2, Synergy_HSA=17.2. (3) Drug 1: C1=C(C(=O)NC(=O)N1)N(CCCl)CCCl. Drug 2: CC1CCC2CC(C(=CC=CC=CC(CC(C(=O)C(C(C(=CC(C(=O)CC(OC(=O)C3CCCCN3C(=O)C(=O)C1(O2)O)C(C)CC4CCC(C(C4)OC)O)C)C)O)OC)C)C)C)OC. Cell line: SK-MEL-28. Synergy scores: CSS=13.3, Synergy_ZIP=-6.37, Synergy_Bliss=-6.05, Synergy_Loewe=-2.34, Synergy_HSA=-1.47.